Task: Predict the reactants needed to synthesize the given product.. Dataset: Full USPTO retrosynthesis dataset with 1.9M reactions from patents (1976-2016) (1) Given the product [Cl:1][C:2]1[CH:21]=[CH:20][C:5]([C@@H:6]([OH:7])[C@H:8]2[CH2:12][CH2:11][CH2:10][N:9]2[C:13]([O:15][C:16]([CH3:17])([CH3:19])[CH3:18])=[O:14])=[CH:4][C:3]=1[F:22], predict the reactants needed to synthesize it. The reactants are: [Cl:1][C:2]1[CH:21]=[CH:20][C:5]([C:6]([C@H:8]2[CH2:12][CH2:11][CH2:10][N:9]2[C:13]([O:15][C:16]([CH3:19])([CH3:18])[CH3:17])=[O:14])=[O:7])=[CH:4][C:3]=1[F:22].CCC(C)[BH-](C(C)CC)C(C)CC.[Li+]. (2) The reactants are: Cl[CH2:2][CH2:3][NH:4][C:5]([NH:7][CH:8]([CH3:10])[CH3:9])=[O:6].[H-].[Na+]. Given the product [CH:8]([N:7]1[CH2:2][CH2:3][NH:4][C:5]1=[O:6])([CH3:10])[CH3:9], predict the reactants needed to synthesize it. (3) The reactants are: C(OP([CH2:9][C:10]([O:12][CH2:13][CH3:14])=[O:11])(OCC)=O)C.[H-].[Na+].[Br:17][C:18]1[O:22][C:21]([CH:23]=O)=[CH:20][CH:19]=1. Given the product [Br:17][C:18]1[O:22][C:21](/[CH:23]=[CH:9]/[C:10]([O:12][CH2:13][CH3:14])=[O:11])=[CH:20][CH:19]=1, predict the reactants needed to synthesize it. (4) Given the product [CH3:1][O:2][C:3]([C:5]1[C:14]2[C:9](=[CH:10][C:11]([CH2:15][C:19]3[CH:20]=[C:21]([NH:25][C:26](=[O:28])[CH3:27])[N:22]=[CH:23][N:24]=3)=[CH:12][CH:13]=2)[CH:8]=[CH:7][CH:6]=1)=[O:4], predict the reactants needed to synthesize it. The reactants are: [CH3:1][O:2][C:3]([C:5]1[C:14]2[C:9](=[CH:10][C:11]([CH2:15]Br)=[CH:12][CH:13]=2)[CH:8]=[CH:7][CH:6]=1)=[O:4].C[Sn](C)(C)[C:19]1[N:24]=[CH:23][N:22]=[C:21]([NH:25][C:26](=[O:28])[CH3:27])[CH:20]=1.